Dataset: Forward reaction prediction with 1.9M reactions from USPTO patents (1976-2016). Task: Predict the product of the given reaction. (1) Given the reactants [CH3:1][N:2]1[CH2:7][CH2:6][CH:5]([C:8]2[N:12]3[CH:13]=[CH:14][N:15]=[C:16]([CH3:17])[C:11]3=[CH:10][N:9]=2)[CH2:4][C:3]1=[O:18].[Br:19]N1C(=O)CCC1=O, predict the reaction product. The product is: [Br:19][C:10]1[N:9]=[C:8]([CH:5]2[CH2:6][CH2:7][N:2]([CH3:1])[C:3](=[O:18])[CH2:4]2)[N:12]2[CH:13]=[CH:14][N:15]=[C:16]([CH3:17])[C:11]=12. (2) Given the reactants [F:1][C:2]1[CH:3]=[CH:4][C:5]([C:8]2[C:12](/[CH:13]=[CH:14]/[C:15]3[S:16][C:17]([C:20]([OH:22])=O)=[CH:18][N:19]=3)=[C:11]([CH3:23])[O:10][N:9]=2)=[N:6][CH:7]=1.[NH2:24][CH2:25][CH:26]1[CH2:28][CH2:27]1, predict the reaction product. The product is: [CH:26]1([CH2:25][NH:24][C:20]([C:17]2[S:16][C:15](/[CH:14]=[CH:13]/[C:12]3[C:8]([C:5]4[CH:4]=[CH:3][C:2]([F:1])=[CH:7][N:6]=4)=[N:9][O:10][C:11]=3[CH3:23])=[N:19][CH:18]=2)=[O:22])[CH2:28][CH2:27]1. (3) Given the reactants [N:1]1([C:6]2[CH:32]=[CH:31][C:9]([O:10][CH2:11][C:12]3[CH:17]=[CH:16][C:15]([CH:18]4[CH2:23][CH2:22][N:21]([C:24](OCCCC)=O)[CH2:20][CH2:19]4)=[CH:14][N:13]=3)=[CH:8][CH:7]=2)[CH:5]=[N:4][N:3]=[N:2]1.[CH2:33]([C:35]1[CH:36]=[N:37]C(Br)=[N:39][CH:40]=1)[CH3:34], predict the reaction product. The product is: [CH2:33]([C:35]1[CH:36]=[N:37][C:24]([N:21]2[CH2:20][CH2:19][CH:18]([C:15]3[CH:16]=[CH:17][C:12]([CH2:11][O:10][C:9]4[CH:31]=[CH:32][C:6]([N:1]5[CH:5]=[N:4][N:3]=[N:2]5)=[CH:7][CH:8]=4)=[N:13][CH:14]=3)[CH2:23][CH2:22]2)=[N:39][CH:40]=1)[CH3:34]. (4) Given the reactants [N:1]1([C:11]([C:13]2[CH2:14][CH2:15][N:16]([C:19]([O:21][C:22]([CH3:25])([CH3:24])[CH3:23])=[O:20])[CH2:17][CH:18]=2)=[O:12])[C:10]2[C:5](=[CH:6][CH:7]=[CH:8][CH:9]=2)[CH2:4][CH2:3][CH2:2]1.O, predict the reaction product. The product is: [O:12]=[C:11]1[C@@H:13]2[C@@H:14]([CH2:15][N:16]([C:19]([O:21][C:22]([CH3:25])([CH3:24])[CH3:23])=[O:20])[CH2:17][CH2:18]2)[C:9]2[CH:8]=[CH:7][CH:6]=[C:5]3[CH2:4][CH2:3][CH2:2][N:1]1[C:10]=23.